From a dataset of Forward reaction prediction with 1.9M reactions from USPTO patents (1976-2016). Predict the product of the given reaction. (1) Given the reactants [C:1]1([C:24]2[CH:29]=[CH:28][CH:27]=[CH:26][CH:25]=2)[C:2]([C:7]([C:9]2[NH:10][C:11]3[C:16]([C:17]=2[CH2:18][C:19]([O:21]CC)=[O:20])=[CH:15][CH:14]=[CH:13][CH:12]=3)=[O:8])=[CH:3][CH:4]=[CH:5][CH:6]=1.[OH-].[K+].CCOCC, predict the reaction product. The product is: [C:1]1([C:24]2[CH:29]=[CH:28][CH:27]=[CH:26][CH:25]=2)[C:2]([C:7]([C:9]2[NH:10][C:11]3[C:16]([C:17]=2[CH2:18][C:19]([OH:21])=[O:20])=[CH:15][CH:14]=[CH:13][CH:12]=3)=[O:8])=[CH:3][CH:4]=[CH:5][CH:6]=1. (2) Given the reactants [CH2:1]([O:8][C:9]1[C:10]([C:23]([O:25][CH3:26])=[O:24])=[N:11][N:12]2[CH:17]([C:18](O)=[O:19])[CH2:16][N:15]([CH3:21])[C:14](=[O:22])[C:13]=12)[C:2]1[CH:7]=[CH:6][CH:5]=[CH:4][CH:3]=1.[NH:27]1[CH2:32][CH2:31][CH2:30][CH2:29][CH2:28]1, predict the reaction product. The product is: [CH2:1]([O:8][C:9]1[C:10]([C:23]([O:25][CH3:26])=[O:24])=[N:11][N:12]2[CH:17]([C:18]([N:27]3[CH2:32][CH2:31][CH2:30][CH2:29][CH2:28]3)=[O:19])[CH2:16][N:15]([CH3:21])[C:14](=[O:22])[C:13]=12)[C:2]1[CH:3]=[CH:4][CH:5]=[CH:6][CH:7]=1. (3) Given the reactants [H-].[Na+].[C:3]([O:11][CH2:12][CH3:13])(=[O:10])[CH2:4][C:5]([O:7][CH2:8][CH3:9])=[O:6].Br[CH2:15][C:16]([O:18][CH2:19][CH3:20])=[O:17], predict the reaction product. The product is: [CH:4]([C:5]([O:7][CH2:8][CH3:9])=[O:6])([C:3]([O:11][CH2:12][CH3:13])=[O:10])[CH2:15][C:16]([O:18][CH2:19][CH3:20])=[O:17]. (4) Given the reactants [CH3:1][CH:2]([CH2:6][NH2:7])[C:3]([OH:5])=[O:4].[C:8](O[C:8]([O:9][C:10]([CH3:13])([CH3:12])[CH3:11])=[O:14])(=[O:14])[O:9][C:10]([CH3:13])([CH3:12])[CH3:11].C(N(CC)CC)C, predict the reaction product. The product is: [CH3:1][CH:2]([CH2:6][NH:7][C:8]([O:9][C:10]([CH3:13])([CH3:12])[CH3:11])=[O:14])[C:3]([OH:5])=[O:4]. (5) Given the reactants CC1(C)C(C)(C)OB([C:9]2[C:17]([CH3:18])=[CH:16][C:12]3[O:13][CH2:14][O:15][C:11]=3[CH:10]=2)O1.Br[C:21]1[N:22]=[CH:23][C:24]([NH:27][C:28](=[O:36])[C:29]2[C:34]([CH3:35])=[CH:33][CH:32]=[N:31][CH:30]=2)=[N:25][CH:26]=1.C([O-])([O-])=O.[K+].[K+], predict the reaction product. The product is: [CH3:35][C:34]1[C:29]([C:28]([NH:27][C:24]2[CH:23]=[N:22][C:21]([C:9]3[C:17]([CH3:18])=[CH:16][C:12]4[O:13][CH2:14][O:15][C:11]=4[CH:10]=3)=[CH:26][N:25]=2)=[O:36])=[CH:30][N:31]=[CH:32][CH:33]=1.